Dataset: Full USPTO retrosynthesis dataset with 1.9M reactions from patents (1976-2016). Task: Predict the reactants needed to synthesize the given product. (1) Given the product [CH3:1][C:2]1[CH:3]=[C:4]2[C:8](=[O:9])[O:7][C:6](=[O:10])[C:5]2=[CH:11][C:12]=1[CH3:13], predict the reactants needed to synthesize it. The reactants are: [CH3:1][C:2]1[CH2:3][CH:4]2[C:8](=[O:9])[O:7][C:6](=[O:10])[CH:5]2[CH2:11][C:12]=1[CH3:13].BrBr. (2) The reactants are: [CH2:1]([O:3][C:4](=[O:11])[CH2:5][C:6](=O)[CH:7]([CH3:9])[CH3:8])[CH3:2].[NH2:12][C:13]([NH2:15])=[S:14].[NH4+].[OH-]. Given the product [CH2:1]([O:3][C:4]([C:5]1[S:14][C:13]([NH2:15])=[N:12][C:6]=1[CH:7]([CH3:9])[CH3:8])=[O:11])[CH3:2], predict the reactants needed to synthesize it.